Dataset: CYP2C9 inhibition data for predicting drug metabolism from PubChem BioAssay. Task: Regression/Classification. Given a drug SMILES string, predict its absorption, distribution, metabolism, or excretion properties. Task type varies by dataset: regression for continuous measurements (e.g., permeability, clearance, half-life) or binary classification for categorical outcomes (e.g., BBB penetration, CYP inhibition). Dataset: cyp2c9_veith. (1) The molecule is CNC(C)c1cc(OC)ccc1OC. The result is 0 (non-inhibitor). (2) The molecule is CC1CC2=C(NC(=S)NC2c2ccc(F)cc2)/C(=C/c2ccc(F)cc2)C1. The result is 1 (inhibitor). (3) The result is 0 (non-inhibitor). The molecule is COc1ccc(-n2c(=O)c(CCc3ccccc3)nc3cnc(N4CCN(C)CC4)nc32)cc1. (4) The compound is COc1ccc(Oc2ncc3ncc(=O)n(-c4ccc(OC)cc4)c3n2)cc1. The result is 0 (non-inhibitor). (5) The drug is CC(C)N=c1scc(-c2ccco2)n1/N=C/c1ccc(O)c(O)c1. The result is 1 (inhibitor). (6) The compound is O=C(c1ccc(Br)cc1)c1cc([N+](=O)[O-])ccc1N1CCCCC1. The result is 1 (inhibitor).